Dataset: Peptide-MHC class I binding affinity with 185,985 pairs from IEDB/IMGT. Task: Regression. Given a peptide amino acid sequence and an MHC pseudo amino acid sequence, predict their binding affinity value. This is MHC class I binding data. The peptide sequence is ETSFIRNCA. The MHC is HLA-A30:01 with pseudo-sequence HLA-A30:01. The binding affinity (normalized) is 0.0287.